The task is: Predict the reaction yield, written as a fraction of the theoretical maximum amount of product (1.0 means a 100% yield; for example, 0.34 means a 34% yield).. This data is from Reaction yield outcomes from USPTO patents with 853,638 reactions. The reactants are [F:1][C:2]1[CH:7]=[CH:6][C:5]([C:8]2[CH:13]=[CH:12][C:11]([CH2:14][CH2:15][CH:16]([S:22]([CH3:25])(=[O:24])=[O:23])[C:17]([O:19]CC)=[O:18])=[CH:10][CH:9]=2)=[CH:4][CH:3]=1.[OH-].[Li+]. The catalyst is C1COCC1.CO.O. The product is [F:1][C:2]1[CH:7]=[CH:6][C:5]([C:8]2[CH:13]=[CH:12][C:11]([CH2:14][CH2:15][CH:16]([S:22]([CH3:25])(=[O:24])=[O:23])[C:17]([OH:19])=[O:18])=[CH:10][CH:9]=2)=[CH:4][CH:3]=1. The yield is 0.875.